Dataset: Reaction yield outcomes from USPTO patents with 853,638 reactions. Task: Predict the reaction yield, written as a fraction of the theoretical maximum amount of product (1.0 means a 100% yield; for example, 0.34 means a 34% yield). (1) The reactants are Cl.Cl.Cl.Cl.[CH3:5][C:6]1[CH:11]=[CH:10][C:9]([NH:12][C:13]([C:15]2[CH:16]=[C:17]3[C:21](=[CH:22][CH:23]=2)[CH:20](N2CCNCC2)[CH2:19][CH2:18]3)=[O:14])=[CH:8][C:7]=1[NH:30][C:31]1[N:36]=[C:35]([C:37]2[CH:38]=[N:39][CH:40]=[CH:41][CH:42]=2)[CH:34]=[CH:33][N:32]=1.C([N:45]([CH2:48][CH3:49])[CH2:46][CH3:47])C.[C:50]([O:53][BH-](OC(=O)C)OC(=O)C)(=O)[CH3:51].[Na+].C[N:65](C=O)C. No catalyst specified. The product is [OH:53][CH2:50][CH2:51][CH:47]1[CH2:46][NH:45][CH2:48][CH2:49][N:65]1[C:16]1[C:15]([C:13]([NH:12][C:9]2[CH:10]=[CH:11][C:6]([CH3:5])=[C:7]([NH:30][C:31]3[N:36]=[C:35]([C:37]4[CH:38]=[N:39][CH:40]=[CH:41][CH:42]=4)[CH:34]=[CH:33][N:32]=3)[CH:8]=2)=[O:14])=[CH:23][CH:22]=[C:21]2[C:17]=1[CH2:18][CH2:19][CH2:20]2. The yield is 0.460. (2) The reactants are Cl.[NH2:2][C:3]1[CH:4]=[C:5]([CH:15]=[CH:16][CH:17]=1)[CH2:6][CH2:7][NH:8][C:9](=[O:14])[C:10]([F:13])([F:12])[F:11].[N:18]([O-])=O.[Na+].O.O.Cl[Sn]Cl. The catalyst is Cl.O. The product is [NH:2]([C:3]1[CH:4]=[C:5]([CH:15]=[CH:16][CH:17]=1)[CH2:6][CH2:7][NH:8][C:9](=[O:14])[C:10]([F:11])([F:12])[F:13])[NH2:18]. The yield is 0.720. (3) The reactants are I[C:2]1[CH:11]=[C:10]2[C:5]([CH:6]=[C:7]([C:13]3[CH:18]=[CH:17][CH:16]=[CH:15][C:14]=3[C:19]([F:22])([F:21])[F:20])[NH:8][C:9]2=[O:12])=[CH:4][CH:3]=1.CC1(C)C2C=CC=C(P(C3C=CC=CC=3)C3C=CC=CC=3)C=2OC2C1=CC=CC=2P(C1C=CC=CC=1)C1C=CC=CC=1.C(=O)([O-])[O-].[Cs+].[Cs+].[CH3:71][NH:72][C:73]([NH2:75])=[O:74].[Cl-].[NH4+]. The catalyst is C1C=CC(/C=C/C(/C=C/C2C=CC=CC=2)=O)=CC=1.C1C=CC(/C=C/C(/C=C/C2C=CC=CC=2)=O)=CC=1.C1C=CC(/C=C/C(/C=C/C2C=CC=CC=2)=O)=CC=1.[Pd].[Pd].O1CCOCC1. The product is [CH3:71][NH:72][C:73]([NH:75][C:2]1[CH:11]=[C:10]2[C:5]([CH:6]=[C:7]([C:13]3[CH:18]=[CH:17][CH:16]=[CH:15][C:14]=3[C:19]([F:22])([F:21])[F:20])[NH:8][C:9]2=[O:12])=[CH:4][CH:3]=1)=[O:74]. The yield is 0.0900. (4) The reactants are [Cl:1][C:2]1[N:10]=[C:9]2[C:5]([N:6]=[CH:7][N:8]2[CH2:11][CH3:12])=[C:4]([N:13]2[CH2:18][CH2:17][O:16][CH2:15][CH2:14]2)[N:3]=1.CN(CCN(C)C)C.C([Li])CCC.CN([CH:35]=[O:36])C. The catalyst is C1COCC1. The product is [Cl:1][C:2]1[N:10]=[C:9]2[C:5]([N:6]=[C:7]([CH:35]=[O:36])[N:8]2[CH2:11][CH3:12])=[C:4]([N:13]2[CH2:14][CH2:15][O:16][CH2:17][CH2:18]2)[N:3]=1. The yield is 0.830. (5) The reactants are [Cl:1][C:2]1[CH:11]=[CH:10][C:9]2[C:8]([NH2:12])=[CH:7][CH:6]=[CH:5][C:4]=2[N:3]=1.C(N(CC)CC)C.[C:20](O[C:20](=[O:23])[CH2:21][CH3:22])(=[O:23])[CH2:21][CH3:22]. The catalyst is C1COCC1. The product is [Cl:1][C:2]1[CH:11]=[CH:10][C:9]2[C:4](=[CH:5][CH:6]=[CH:7][C:8]=2[NH:12][C:20](=[O:23])[CH2:21][CH3:22])[N:3]=1. The yield is 0.790. (6) The reactants are [Si:1]([O:8][CH:9]([C:15]1[S:16][C:17]([C:20]2[N:25]=[C:24]([NH:26][C:27]3[CH:31]=[C:30]([CH:32]4[CH2:34][CH2:33]4)[NH:29][N:28]=3)[C:23]([Cl:35])=[CH:22][N:21]=2)=[CH:18][CH:19]=1)[C:10]([O:12]CC)=[O:11])([C:4]([CH3:7])([CH3:6])[CH3:5])([CH3:3])[CH3:2].[OH-].[Na+]. The catalyst is C(O)C. The product is [Si:1]([O:8][CH:9]([C:15]1[S:16][C:17]([C:20]2[N:25]=[C:24]([NH:26][C:27]3[CH:31]=[C:30]([CH:32]4[CH2:33][CH2:34]4)[NH:29][N:28]=3)[C:23]([Cl:35])=[CH:22][N:21]=2)=[CH:18][CH:19]=1)[C:10]([OH:12])=[O:11])([C:4]([CH3:6])([CH3:7])[CH3:5])([CH3:3])[CH3:2]. The yield is 0.633.